Dataset: Full USPTO retrosynthesis dataset with 1.9M reactions from patents (1976-2016). Task: Predict the reactants needed to synthesize the given product. (1) The reactants are: C([O-])([O-])=O.[K+].[K+].[NH:7]1[CH2:11][CH2:10][CH2:9][CH2:8]1.Br[CH2:13][C:14]1[CH:21]=[CH:20][C:17]([CH:18]=[O:19])=[CH:16][CH:15]=1. Given the product [N:7]1([CH2:13][C:14]2[CH:21]=[CH:20][C:17]([CH:18]=[O:19])=[CH:16][CH:15]=2)[CH2:11][CH2:10][CH2:9][CH2:8]1, predict the reactants needed to synthesize it. (2) Given the product [Cl:1][C:2]1[CH:3]=[C:4]([CH:37]=[CH:38][C:39]=1[F:40])[CH2:5][N:6]1[CH2:15][CH2:14][C:13]2[C:8](=[C:9]([OH:34])[C:10](=[O:33])[N:11]3[CH2:21][C:20]([CH3:23])([CH3:22])[C@@H:19]([OH:24])[CH2:18][N:17]([CH3:31])[C:16](=[O:32])[C:12]3=2)[C:7]1=[O:36], predict the reactants needed to synthesize it. The reactants are: [Cl:1][C:2]1[CH:3]=[C:4]([CH:37]=[CH:38][C:39]=1[F:40])[CH2:5][N:6]1[CH2:15][CH2:14][C:13]2[C:8](=[C:9]([O:34]C)[C:10](=[O:33])[N:11]3[CH2:21][C:20]([CH3:23])([CH3:22])[C@@H:19]([O:24]C4CCCCO4)[CH2:18][N:17]([CH3:31])[C:16](=[O:32])[C:12]3=2)[C:7]1=[O:36].B(Br)(Br)Br. (3) Given the product [CH3:16][C:15]([CH3:18])([CH3:17])[CH2:14][NH:13][C:12]1[N:8]([CH3:7])[N:9]=[C:10]([CH3:20])[CH:11]=1, predict the reactants needed to synthesize it. The reactants are: [H-].[H-].[H-].[H-].[Li+].[Al+3].[CH3:7][N:8]1[C:12]([NH:13][C:14](=O)[C:15]([CH3:18])([CH3:17])[CH3:16])=[CH:11][C:10]([CH3:20])=[N:9]1.O.[OH-].[Na+]. (4) Given the product [C:1]([O:5][C:6]([NH:8][C@@H:9]([CH2:14][C:15]1[CH:20]=[CH:19][C:18]([F:21])=[C:17]([Cl:22])[CH:16]=1)[C:10]([OH:12])=[O:11])=[O:7])([CH3:4])([CH3:2])[CH3:3], predict the reactants needed to synthesize it. The reactants are: [C:1]([O:5][C:6]([NH:8][C@@H:9]([CH2:14][C:15]1[CH:20]=[CH:19][C:18]([F:21])=[C:17]([Cl:22])[CH:16]=1)[C:10]([O:12]C)=[O:11])=[O:7])([CH3:4])([CH3:3])[CH3:2].O.[Li+].[OH-]. (5) Given the product [CH:1]1([CH2:4][O:5][C:6]2[N:11]=[C:10]([C:12]([N:20]3[CH2:25][CH2:24][S:23][CH2:22][CH2:21]3)=[O:14])[CH:9]=[CH:8][C:7]=2[N:15]2[CH2:19][CH2:18][CH2:17][CH2:16]2)[CH2:2][CH2:3]1, predict the reactants needed to synthesize it. The reactants are: [CH:1]1([CH2:4][O:5][C:6]2[N:11]=[C:10]([C:12]([OH:14])=O)[CH:9]=[CH:8][C:7]=2[N:15]2[CH2:19][CH2:18][CH2:17][CH2:16]2)[CH2:3][CH2:2]1.[NH:20]1[CH2:25][CH2:24][S:23][CH2:22][CH2:21]1. (6) Given the product [CH2:19]([C@@H:10]1[CH2:9][NH:8][CH2:12][C@H:11]1[CH2:13][N:14]([CH2:15][C:16]([CH3:18])=[CH2:17])[C:37]([CH:35]1[C:34]2[C:29](=[CH:30][CH:31]=[CH:32][CH:33]=2)[NH:28][C:27](=[O:26])[CH2:36]1)=[O:38])[C:20]1[CH:21]=[CH:22][CH:23]=[CH:24][CH:25]=1, predict the reactants needed to synthesize it. The reactants are: C(OC([N:8]1[CH2:12][C@@H:11]([CH2:13][NH:14][CH2:15][C:16]([CH3:18])=[CH2:17])[C@H:10]([CH2:19][C:20]2[CH:25]=[CH:24][CH:23]=[CH:22][CH:21]=2)[CH2:9]1)=O)(C)(C)C.[O:26]=[C:27]1[CH2:36][CH:35]([C:37](O)=[O:38])[C:34]2[C:29](=[CH:30][CH:31]=[CH:32][CH:33]=2)[NH:28]1. (7) Given the product [CH3:8][N:9]([CH3:14])[S:10]([N:21]1[CH:22]=[C:18]([CH2:17][C:16]([CH3:15])([C:25]([F:26])([F:27])[F:28])[CH:23]=[CH2:24])[N:19]=[CH:20]1)(=[O:12])=[O:11], predict the reactants needed to synthesize it. The reactants are: C(N(CC)CC)C.[CH3:8][N:9]([CH3:14])[S:10](Cl)(=[O:12])=[O:11].[CH3:15][C:16]([C:25]([F:28])([F:27])[F:26])([CH:23]=[CH2:24])[CH2:17][C:18]1[N:19]=[CH:20][NH:21][CH:22]=1.